Dataset: Catalyst prediction with 721,799 reactions and 888 catalyst types from USPTO. Task: Predict which catalyst facilitates the given reaction. (1) The catalyst class is: 5. Product: [OH:16][C:18]1([CH2:17][NH:10][CH3:9])[CH2:23][CH2:22][N:21]([C:24]([O:26][C:27]([CH3:30])([CH3:29])[CH3:28])=[O:25])[CH2:20][CH2:19]1. Reactant: CC(C1C2(CC[N:10](C([O-])=O)[CH2:9]C2)O1)(C)C.[O:16]1[C:18]2([CH2:23][CH2:22][N:21]([C:24]([O:26][C:27]([CH3:30])([CH3:29])[CH3:28])=[O:25])[CH2:20][CH2:19]2)[CH2:17]1.CN. (2) Reactant: [CH3:1][O:2][C:3]1[CH:8]=[CH:7][C:6]([CH2:9][C:10](=[O:12])[CH3:11])=[CH:5][CH:4]=1.OC[CH2:15][N:16]1[C:20](=O)C2=CC=CC=C2[C:17]1=O. The catalyst class is: 9. Product: [CH3:15][N:16]([CH3:20])[CH:17]=[C:9]([C:6]1[CH:7]=[CH:8][C:3]([O:2][CH3:1])=[CH:4][CH:5]=1)[C:10](=[O:12])[CH3:11]. (3) Reactant: Br[C:2]1[C:7](=[O:8])[N:6]([CH2:9][C:10]2[CH:15]=[CH:14][C:13]([C:16]3[C:17]([C:22]#[N:23])=[CH:18][CH:19]=[CH:20][CH:21]=3)=[CH:12][CH:11]=2)[C:5]([CH2:24][CH2:25][CH3:26])=[N:4][C:3]=1[CH3:27].[CH3:28][O:29][C:30]1[CH:35]=[CH:34][C:33]([OH:36])=[CH:32][CH:31]=1.[OH-].[K+].CS(C)=O. Product: [CH3:28][O:29][C:30]1[CH:35]=[CH:34][C:33]([O:36][C:2]2[C:7](=[O:8])[N:6]([CH2:9][C:10]3[CH:15]=[CH:14][C:13]([C:16]4[C:17]([C:22]#[N:23])=[CH:18][CH:19]=[CH:20][CH:21]=4)=[CH:12][CH:11]=3)[C:5]([CH2:24][CH2:25][CH3:26])=[N:4][C:3]=2[CH3:27])=[CH:32][CH:31]=1. The catalyst class is: 13. (4) Product: [CH:23]1([C:22]2[N:8]3[CH:9]=[C:10]([C:17]4[CH:21]=[CH:20][O:19][CH:18]=4)[CH:11]=[C:12]([C:13]([F:16])([F:14])[F:15])[C:7]3=[N:6][C:5]=2[C:3]([OH:4])=[O:2])[CH2:24][CH2:25]1. Reactant: C[O:2][C:3]([C:5]1[N:6]=[C:7]2[C:12]([C:13]([F:16])([F:15])[F:14])=[CH:11][C:10]([C:17]3[CH:21]=[CH:20][O:19][CH:18]=3)=[CH:9][N:8]2[C:22]=1[CH:23]1[CH2:25][CH2:24]1)=[O:4].CN(C=O)C.[OH-].[Na+].C(O)(=O)CC(CC(O)=O)(C(O)=O)O. The catalyst class is: 1. (5) Reactant: [CH3:1][C:2]1[CH:3]=[C:4]([CH2:9][OH:10])[CH:5]=[N:6][C:7]=1[CH3:8]. Product: [CH3:1][C:2]1[CH:3]=[C:4]([CH:9]=[O:10])[CH:5]=[N:6][C:7]=1[CH3:8]. The catalyst class is: 177. (6) Reactant: [O:1]=[C:2]1[C:10]2([C:22]3[C:13](=[CH:14][C:15]4[O:20][CH2:19][CH2:18][O:17][C:16]=4[CH:21]=3)[O:12][CH2:11]2)[C:9]2[C:4](=[CH:5][CH:6]=[CH:7][CH:8]=2)[N:3]1[CH2:23][C:24]1[CH:32]=[CH:31][C:27]([C:28](O)=[O:29])=[CH:26][CH:25]=1.S(Cl)([Cl:35])=O. Product: [O:1]=[C:2]1[C:10]2([C:22]3[C:13](=[CH:14][C:15]4[O:20][CH2:19][CH2:18][O:17][C:16]=4[CH:21]=3)[O:12][CH2:11]2)[C:9]2[C:4](=[CH:5][CH:6]=[CH:7][CH:8]=2)[N:3]1[CH2:23][C:24]1[CH:32]=[CH:31][C:27]([C:28]([Cl:35])=[O:29])=[CH:26][CH:25]=1. The catalyst class is: 22.